Dataset: NCI-60 drug combinations with 297,098 pairs across 59 cell lines. Task: Regression. Given two drug SMILES strings and cell line genomic features, predict the synergy score measuring deviation from expected non-interaction effect. (1) Drug 1: CC1=C2C(C(=O)C3(C(CC4C(C3C(C(C2(C)C)(CC1OC(=O)C(C(C5=CC=CC=C5)NC(=O)OC(C)(C)C)O)O)OC(=O)C6=CC=CC=C6)(CO4)OC(=O)C)OC)C)OC. Drug 2: C1=NC2=C(N1)C(=S)N=CN2. Cell line: IGROV1. Synergy scores: CSS=12.3, Synergy_ZIP=-12.4, Synergy_Bliss=-16.3, Synergy_Loewe=-29.6, Synergy_HSA=-16.1. (2) Cell line: HCC-2998. Synergy scores: CSS=77.7, Synergy_ZIP=-4.86, Synergy_Bliss=0.237, Synergy_Loewe=-1.31, Synergy_HSA=-0.573. Drug 1: CC1C(C(CC(O1)OC2CC(OC(C2O)C)OC3=CC4=CC5=C(C(=O)C(C(C5)C(C(=O)C(C(C)O)O)OC)OC6CC(C(C(O6)C)O)OC7CC(C(C(O7)C)O)OC8CC(C(C(O8)C)O)(C)O)C(=C4C(=C3C)O)O)O)O. Drug 2: C1CN(CCN1C(=O)CCBr)C(=O)CCBr. (3) Drug 1: C1CC(=O)NC(=O)C1N2CC3=C(C2=O)C=CC=C3N. Drug 2: CC1=C(N=C(N=C1N)C(CC(=O)N)NCC(C(=O)N)N)C(=O)NC(C(C2=CN=CN2)OC3C(C(C(C(O3)CO)O)O)OC4C(C(C(C(O4)CO)O)OC(=O)N)O)C(=O)NC(C)C(C(C)C(=O)NC(C(C)O)C(=O)NCCC5=NC(=CS5)C6=NC(=CS6)C(=O)NCCC[S+](C)C)O. Cell line: TK-10. Synergy scores: CSS=3.40, Synergy_ZIP=-1.52, Synergy_Bliss=1.96, Synergy_Loewe=-4.06, Synergy_HSA=1.28. (4) Drug 1: C1=NC2=C(N=C(N=C2N1C3C(C(C(O3)CO)O)O)F)N. Drug 2: C1CCC(C(C1)N)N.C(=O)(C(=O)[O-])[O-].[Pt+4]. Cell line: SF-268. Synergy scores: CSS=10.9, Synergy_ZIP=-3.17, Synergy_Bliss=1.07, Synergy_Loewe=-1.08, Synergy_HSA=-0.991. (5) Synergy scores: CSS=52.6, Synergy_ZIP=6.57, Synergy_Bliss=4.33, Synergy_Loewe=-32.2, Synergy_HSA=3.53. Cell line: HCT116. Drug 1: CCCS(=O)(=O)NC1=C(C(=C(C=C1)F)C(=O)C2=CNC3=C2C=C(C=N3)C4=CC=C(C=C4)Cl)F. Drug 2: CC1=C2C(C(=O)C3(C(CC4C(C3C(C(C2(C)C)(CC1OC(=O)C(C(C5=CC=CC=C5)NC(=O)OC(C)(C)C)O)O)OC(=O)C6=CC=CC=C6)(CO4)OC(=O)C)OC)C)OC.